From a dataset of NCI-60 drug combinations with 297,098 pairs across 59 cell lines. Regression. Given two drug SMILES strings and cell line genomic features, predict the synergy score measuring deviation from expected non-interaction effect. (1) Drug 1: CCCS(=O)(=O)NC1=C(C(=C(C=C1)F)C(=O)C2=CNC3=C2C=C(C=N3)C4=CC=C(C=C4)Cl)F. Drug 2: C1=C(C(=O)NC(=O)N1)N(CCCl)CCCl. Cell line: 786-0. Synergy scores: CSS=61.6, Synergy_ZIP=14.0, Synergy_Bliss=12.9, Synergy_Loewe=9.67, Synergy_HSA=13.5. (2) Drug 1: COC1=C(C=C2C(=C1)N=CN=C2NC3=CC(=C(C=C3)F)Cl)OCCCN4CCOCC4. Drug 2: CCC1=C2CN3C(=CC4=C(C3=O)COC(=O)C4(CC)O)C2=NC5=C1C=C(C=C5)O. Cell line: 786-0. Synergy scores: CSS=66.7, Synergy_ZIP=-2.27, Synergy_Bliss=-0.758, Synergy_Loewe=0.952, Synergy_HSA=2.58. (3) Drug 1: C1CC(=O)NC(=O)C1N2CC3=C(C2=O)C=CC=C3N. Drug 2: C1=NNC2=C1C(=O)NC=N2. Cell line: CAKI-1. Synergy scores: CSS=8.10, Synergy_ZIP=-6.04, Synergy_Bliss=-6.13, Synergy_Loewe=-2.51, Synergy_HSA=-2.42. (4) Drug 1: C1=CC(=CC=C1CCCC(=O)O)N(CCCl)CCCl. Synergy scores: CSS=12.1, Synergy_ZIP=-2.94, Synergy_Bliss=3.42, Synergy_Loewe=-0.347, Synergy_HSA=1.03. Drug 2: CCC1(CC2CC(C3=C(CCN(C2)C1)C4=CC=CC=C4N3)(C5=C(C=C6C(=C5)C78CCN9C7C(C=CC9)(C(C(C8N6C=O)(C(=O)OC)O)OC(=O)C)CC)OC)C(=O)OC)O.OS(=O)(=O)O. Cell line: A498. (5) Drug 1: CC12CCC(CC1=CCC3C2CCC4(C3CC=C4C5=CN=CC=C5)C)O. Drug 2: C1CCC(C1)C(CC#N)N2C=C(C=N2)C3=C4C=CNC4=NC=N3. Cell line: SF-295. Synergy scores: CSS=9.25, Synergy_ZIP=-3.41, Synergy_Bliss=0.803, Synergy_Loewe=1.47, Synergy_HSA=1.78. (6) Drug 1: CN1CCC(CC1)COC2=C(C=C3C(=C2)N=CN=C3NC4=C(C=C(C=C4)Br)F)OC. Synergy scores: CSS=12.0, Synergy_ZIP=0.307, Synergy_Bliss=6.97, Synergy_Loewe=6.29, Synergy_HSA=6.29. Drug 2: COCCOC1=C(C=C2C(=C1)C(=NC=N2)NC3=CC=CC(=C3)C#C)OCCOC.Cl. Cell line: MALME-3M. (7) Drug 1: CC1C(C(CC(O1)OC2CC(CC3=C2C(=C4C(=C3O)C(=O)C5=CC=CC=C5C4=O)O)(C(=O)C)O)N)O. Drug 2: CC1C(C(CC(O1)OC2CC(CC3=C2C(=C4C(=C3O)C(=O)C5=C(C4=O)C(=CC=C5)OC)O)(C(=O)CO)O)N)O.Cl. Cell line: DU-145. Synergy scores: CSS=48.2, Synergy_ZIP=-1.61, Synergy_Bliss=-1.80, Synergy_Loewe=1.17, Synergy_HSA=3.31.